The task is: Predict the reactants needed to synthesize the given product.. This data is from Full USPTO retrosynthesis dataset with 1.9M reactions from patents (1976-2016). (1) Given the product [C:1]([NH:4][C:5](=[N:8][CH3:9])[S:6][CH3:7])(=[O:3])[CH3:2], predict the reactants needed to synthesize it. The reactants are: [C:1]([N:4](C(=O)C)[C:5](=[N:8][CH3:9])[S:6][CH3:7])(=[O:3])[CH3:2].C([O-])([O-])=O.[K+].[K+]. (2) Given the product [C:45]([O:32][C:25]1[CH:24]=[C:23]([S:20]([O:19][C:18]2[CH:33]=[CH:34][C:15]([C:13]([C:12]3[C:11]([CH3:40])=[C:10]([CH3:41])[S:9][C:8]=3[CH2:1][C:2]3[CH:7]=[CH:6][CH:5]=[CH:4][CH:3]=3)=[O:14])=[CH:16][C:17]=2[CH:35]2[CH2:39][CH2:38][CH2:37][CH2:36]2)(=[O:22])=[O:21])[CH:31]=[CH:30][C:26]=1[C:27]([OH:29])=[O:28])(=[O:47])[CH3:46], predict the reactants needed to synthesize it. The reactants are: [CH2:1]([C:8]1[S:9][C:10]([CH3:41])=[C:11]([CH3:40])[C:12]=1[C:13]([C:15]1[CH:34]=[CH:33][C:18]([O:19][S:20]([C:23]2[CH:31]=[CH:30][C:26]([C:27]([OH:29])=[O:28])=[C:25]([OH:32])[CH:24]=2)(=[O:22])=[O:21])=[C:17]([CH:35]2[CH2:39][CH2:38][CH2:37][CH2:36]2)[CH:16]=1)=[O:14])[C:2]1[CH:7]=[CH:6][CH:5]=[CH:4][CH:3]=1.[I-].[Mg+2].[I-].[C:45](OC(=O)C)(=[O:47])[CH3:46]. (3) Given the product [ClH:15].[CH3:1][C:2]1[N:6]([C:7]2[CH:14]=[CH:13][CH:12]=[CH:11][C:8]=2[CH2:9][NH2:10])[N:5]=[N:4][N:3]=1, predict the reactants needed to synthesize it. The reactants are: [CH3:1][C:2]1[N:6]([C:7]2[CH:14]=[CH:13][CH:12]=[CH:11][C:8]=2[C:9]#[N:10])[N:5]=[N:4][N:3]=1.[ClH:15]. (4) Given the product [CH3:3][C:4]1([C:9]([OH:11])=[O:1])[CH2:7][C:6](=[CH2:8])[CH2:5]1, predict the reactants needed to synthesize it. The reactants are: [OH-:1].[K+].[CH3:3][C:4]1([C:9]#N)[CH2:7][C:6](=[CH2:8])[CH2:5]1.[OH2:11]. (5) Given the product [C:1]1([C:11]2[CH:20]=[CH:19][C:18]3[C:13](=[CH:14][CH:15]=[CH:16][CH:17]=3)[C:12]=2[C:21]([OH:23])=[O:22])[CH:6]=[CH:5][CH:4]=[CH:3][CH:2]=1, predict the reactants needed to synthesize it. The reactants are: [C:1]1([Mg]Br)[CH:6]=[CH:5][CH:4]=[CH:3][CH:2]=1.CO[C:11]1[CH:20]=[CH:19][C:18]2[C:13](=[CH:14][CH:15]=[CH:16][CH:17]=2)[C:12]=1[C:21]([OH:23])=[O:22].O.Cl. (6) Given the product [NH2:37][C:33]1[CH:34]=[C:35]2[C:30](=[CH:31][CH:32]=1)[CH2:29][N:28]([C:26]([C:10]1[CH:11]=[C:12]([CH:23]([CH3:25])[CH3:24])[C:13]([O:15][CH2:16][C:17]3[CH:18]=[CH:19][CH:20]=[CH:21][CH:22]=3)=[CH:14][C:9]=1[O:8][CH2:1][C:2]1[CH:7]=[CH:6][CH:5]=[CH:4][CH:3]=1)=[O:27])[CH2:36]2, predict the reactants needed to synthesize it. The reactants are: [CH2:1]([O:8][C:9]1[CH:14]=[C:13]([O:15][CH2:16][C:17]2[CH:22]=[CH:21][CH:20]=[CH:19][CH:18]=2)[C:12]([CH:23]([CH3:25])[CH3:24])=[CH:11][C:10]=1[C:26]([N:28]1[CH2:36][C:35]2[C:30](=[CH:31][CH:32]=[C:33]([N+:37]([O-])=O)[CH:34]=2)[CH2:29]1)=[O:27])[C:2]1[CH:7]=[CH:6][CH:5]=[CH:4][CH:3]=1.O.O.[Sn](Cl)Cl. (7) Given the product [C:1]([C:5]1[CH:10]=[CH:9][C:8]([NH:11][C:12](=[O:34])[C:13]2[CH:18]=[CH:17][C:16]([C:19]3[C:24]([NH:25][S:26]([CH3:29])(=[O:28])=[O:27])=[CH:23][CH:22]=[CH:21][N:20]=3)=[CH:15][CH:14]=2)=[CH:7][CH:6]=1)([CH3:4])([CH3:2])[CH3:3], predict the reactants needed to synthesize it. The reactants are: [C:1]([C:5]1[CH:10]=[CH:9][C:8]([NH:11][C:12](=[O:34])[C:13]2[CH:18]=[CH:17][C:16]([C:19]3[C:24]([N:25](S(C)(=O)=O)[S:26]([CH3:29])(=[O:28])=[O:27])=[CH:23][CH:22]=[CH:21][N:20]=3)=[CH:15][CH:14]=2)=[CH:7][CH:6]=1)([CH3:4])([CH3:3])[CH3:2].C(NCC)C. (8) The reactants are: [CH3:1][C:2]([O:5][C:6]([N:8]1[CH2:11][CH:10]([CH2:12][C:13]([OH:15])=[O:14])[CH2:9]1)=[O:7])([CH3:4])[CH3:3].Cl.CN(C)[CH2:19][CH2:20]CN=C=NCC.C(O)C. Given the product [CH2:19]([O:14][C:13](=[O:15])[CH2:12][CH:10]1[CH2:11][N:8]([C:6]([O:5][C:2]([CH3:1])([CH3:3])[CH3:4])=[O:7])[CH2:9]1)[CH3:20], predict the reactants needed to synthesize it. (9) The reactants are: [C:1]([N:5]1[CH2:10][CH2:9][N:8](C(OC(C)(C)C)=O)[C@@H:7]([C:18]([N:20]2[CH2:25][CH2:24][NH:23][CH2:22][CH2:21]2)=[O:19])[CH2:6]1)([CH3:4])([CH3:3])[CH3:2].[Cl:26][C:27]1[CH:32]=[C:31]([N:33]=[C:34]=[O:35])[CH:30]=[CH:29][C:28]=1[F:36]. Given the product [C:1]([N:5]1[CH2:10][CH2:9][NH:8][C@@H:7]([C:18]([N:20]2[CH2:25][CH2:24][N:23]([C:34]([NH:33][C:31]3[CH:30]=[CH:29][C:28]([F:36])=[C:27]([Cl:26])[CH:32]=3)=[O:35])[CH2:22][CH2:21]2)=[O:19])[CH2:6]1)([CH3:2])([CH3:4])[CH3:3], predict the reactants needed to synthesize it.